From a dataset of Forward reaction prediction with 1.9M reactions from USPTO patents (1976-2016). Predict the product of the given reaction. (1) Given the reactants [Br:1][C:2]1[CH:14]=[CH:13][C:5]([O:6][C:7]([CH3:12])([CH3:11])[C:8]([OH:10])=[O:9])=[CH:4][CH:3]=1.S(Cl)(Cl)=O.[CH3:19]O, predict the reaction product. The product is: [Br:1][C:2]1[CH:3]=[CH:4][C:5]([O:6][C:7]([CH3:12])([CH3:11])[C:8]([O:10][CH3:19])=[O:9])=[CH:13][CH:14]=1. (2) Given the reactants [CH3:1][C@H:2]([OH:5])[CH2:3][CH3:4].[H-].[Na+].Cl[C:9]1[CH:10]=[CH:11][C:12]2[CH2:13][N:14]([C:20]([O:22][C:23]([CH3:26])([CH3:25])[CH3:24])=[O:21])[CH2:15][CH2:16][O:17][C:18]=2[N:19]=1.O, predict the reaction product. The product is: [CH3:1][C@H:2]([O:5][C:9]1[CH:10]=[CH:11][C:12]2[CH2:13][N:14]([C:20]([O:22][C:23]([CH3:26])([CH3:25])[CH3:24])=[O:21])[CH2:15][CH2:16][O:17][C:18]=2[N:19]=1)[CH2:3][CH3:4]. (3) Given the reactants [C:1]1([C:7]#[CH:8])[CH:6]=[CH:5][CH:4]=[CH:3][CH:2]=1.[NH:9]1[CH2:14][CH2:13][CH2:12][CH2:11][CH2:10]1.[CH2:15]=O.Cl, predict the reaction product. The product is: [C:1]1([C:7]#[C:8][CH2:15][N:9]2[CH2:14][CH2:13][CH2:12][CH2:11][CH2:10]2)[CH:6]=[CH:5][CH:4]=[CH:3][CH:2]=1. (4) Given the reactants Cl.[NH2:2][CH2:3][CH:4]1[CH2:9][CH2:8][CH2:7][CH2:6][CH:5]1O.[Cl:11][C:12]1[N:17]=[C:16](Cl)[C:15]([F:19])=[CH:14][N:13]=1.CCN(C(C)C)C(C)C.C([OH:32])(C)C, predict the reaction product. The product is: [Cl:11][C:12]1[N:17]=[C:16]([NH:2][CH2:3][C:4]2([OH:32])[CH2:9][CH2:8][CH2:7][CH2:6][CH2:5]2)[C:15]([F:19])=[CH:14][N:13]=1. (5) Given the reactants [F:1][C:2]1[CH:3]=[C:4]([C:10]2[CH:15]=[CH:14][C:13]([C:16](=[O:18])[CH3:17])=[CH:12][CH:11]=2)[C:5]([O:8][CH3:9])=[N:6][CH:7]=1.[BH4-].[Na+], predict the reaction product. The product is: [F:1][C:2]1[CH:3]=[C:4]([C:10]2[CH:15]=[CH:14][C:13]([CH:16]([OH:18])[CH3:17])=[CH:12][CH:11]=2)[C:5]([O:8][CH3:9])=[N:6][CH:7]=1. (6) Given the reactants [CH3:1][S:2]([C:5]1[CH:6]=[C:7]([CH:11]=[CH:12][CH:13]=1)[C:8]([OH:10])=[O:9])(=[O:4])=[O:3].[N+:14]([O-])([O-:16])=[O:15].[K+], predict the reaction product. The product is: [CH3:1][S:2]([C:5]1[CH:6]=[C:7]([CH:11]=[C:12]([N+:14]([O-:16])=[O:15])[CH:13]=1)[C:8]([OH:10])=[O:9])(=[O:3])=[O:4]. (7) Given the reactants [OH:1][CH:2]1[CH2:5][O:4][CH2:3]1.[H-].[Na+].[Br:8][C:9]1[CH:10]=[CH:11][C:12](F)=[C:13]([CH:16]=1)[C:14]#[N:15].O, predict the reaction product. The product is: [Br:8][C:9]1[CH:10]=[CH:11][C:12]([O:1][CH:2]2[CH2:5][O:4][CH2:3]2)=[C:13]([CH:16]=1)[C:14]#[N:15]. (8) Given the reactants [F:1][C:2]([F:19])([F:18])[C:3]([N:5]([CH3:17])[C:6]1[S:10][C:9]([C:11]2[CH:12]=[N:13][CH:14]=[CH:15][CH:16]=2)=[N:8][CH:7]=1)=[O:4].[Cl:20]N1C(=O)CCC1=O, predict the reaction product. The product is: [Cl:20][C:7]1[N:8]=[C:9]([C:11]2[CH:12]=[N:13][CH:14]=[CH:15][CH:16]=2)[S:10][C:6]=1[N:5]([CH3:17])[C:3](=[O:4])[C:2]([F:18])([F:1])[F:19]. (9) Given the reactants Br[C:2]1[C:3]2[C:4]3[CH:17]=[CH:16][S:15][C:5]=3[C:6](=[O:14])[NH:7][C:8]=2[CH:9]=[CH:10][C:11]=1[O:12][CH3:13].[CH3:18][N:19]([CH2:27][C@H:28]([C:30]1[CH:35]=[CH:34][C:33](B2OC(C)(C)C(C)(C)O2)=[CH:32][CH:31]=1)[CH3:29])[C:20](=[O:26])[O:21][C:22]([CH3:25])([CH3:24])[CH3:23], predict the reaction product. The product is: [CH3:13][O:12][C:11]1[CH:10]=[CH:9][C:8]2[NH:7][C:6](=[O:14])[C:5]3[S:15][CH:16]=[CH:17][C:4]=3[C:3]=2[C:2]=1[C:33]1[CH:32]=[CH:31][C:30]([C@H:28]([CH3:29])[CH2:27][N:19]([CH3:18])[C:20](=[O:26])[O:21][C:22]([CH3:23])([CH3:25])[CH3:24])=[CH:35][CH:34]=1.